From a dataset of Reaction yield outcomes from USPTO patents with 853,638 reactions. Predict the reaction yield, written as a fraction of the theoretical maximum amount of product (1.0 means a 100% yield; for example, 0.34 means a 34% yield). (1) The yield is 0.220. The product is [Cl:1][C:2]1[C:7]([Cl:8])=[CH:6][N:5]=[C:4]([NH:9][C:10]2[O:31][C@:23]3([CH2:22][N:21]=2)[CH:28]2[CH2:29][CH2:30][N:25]([CH2:26][CH2:27]2)[CH2:24]3)[CH:3]=1. The reactants are [Cl:1][C:2]1[C:7]([Cl:8])=[CH:6][N:5]=[C:4]([N:9]=[C:10]=S)[CH:3]=1.C(N(CC)CC)C.Cl.Cl.[NH2:21][CH2:22][C@@:23]1([OH:31])[CH:28]2[CH2:29][CH2:30][N:25]([CH2:26][CH2:27]2)[CH2:24]1.C(N=C=NC(C)C)(C)C. The catalyst is CN(C)C=O. (2) The reactants are Cl[C:2]1[N:7]=[C:6]2[N:8]([CH3:12])[N:9]=[C:10]([CH3:11])[C:5]2=[CH:4][C:3]=1[CH:13]=[O:14].C(=O)([O-])[O-].[K+].[K+].[CH:21]1([CH2:26][NH:27][CH2:28][CH3:29])[CH2:25][CH2:24][CH2:23][CH2:22]1.O. The catalyst is CN(C=O)C. The product is [CH:21]1([CH2:26][N:27]([CH2:28][CH3:29])[C:2]2[N:7]=[C:6]3[N:8]([CH3:12])[N:9]=[C:10]([CH3:11])[C:5]3=[CH:4][C:3]=2[CH:13]=[O:14])[CH2:25][CH2:24][CH2:23][CH2:22]1. The yield is 0.760. (3) The reactants are [H-].[Na+].[Cl:3][C:4]1[C:9]([CH2:10][C:11]#[N:12])=[CH:8][C:7]([F:13])=[CH:6][N:5]=1.Br[CH2:15][CH2:16]Cl. The catalyst is CN(C)C=O. The product is [Cl:3][C:4]1[C:9]([C:10]2([C:11]#[N:12])[CH2:16][CH2:15]2)=[CH:8][C:7]([F:13])=[CH:6][N:5]=1. The yield is 0.608. (4) The reactants are [CH3:1][N:2]1[CH2:7][CH:6]=[C:5]([C:8]2[C:16]3[C:11](=[CH:12][CH:13]=[C:14]([NH:17][C:18]([NH:20]C(=O)C4C=CC=CC=4)=[S:19])[CH:15]=3)[NH:10][CH:9]=2)[CH2:4][CH2:3]1.[OH-].[Na+]. The catalyst is C1COCC1. The product is [CH3:1][N:2]1[CH2:3][CH:4]=[C:5]([C:8]2[C:16]3[C:11](=[CH:12][CH:13]=[C:14]([NH:17][C:18]([NH2:20])=[S:19])[CH:15]=3)[NH:10][CH:9]=2)[CH2:6][CH2:7]1. The yield is 0.790. (5) The reactants are [CH2:1]([N:3]([CH2:16][CH3:17])[CH2:4][CH2:5][CH2:6][O:7][C:8]1[CH:13]=[CH:12][C:11]([NH2:14])=[CH:10][C:9]=1[F:15])[CH3:2].[F:18][C:19]1[CH:27]=[CH:26][CH:25]=[C:24]2[C:20]=1[C:21](=[CH:29]O)[C:22](=[O:28])[NH:23]2. No catalyst specified. The product is [CH2:16]([N:3]([CH2:1][CH3:2])[CH2:4][CH2:5][CH2:6][O:7][C:8]1[CH:13]=[CH:12][C:11]([NH:14][CH:29]=[C:21]2[C:20]3[C:24](=[CH:25][CH:26]=[CH:27][C:19]=3[F:18])[NH:23][C:22]2=[O:28])=[CH:10][C:9]=1[F:15])[CH3:17]. The yield is 0.670. (6) The reactants are [CH3:1][S:2]([C:5]1[CH:10]=[CH:9][C:8]([C:11]2[CH:16]=[CH:15][C:14]([O:17][CH2:18][CH:19]3[CH2:24][CH2:23][N:22]([C:25]([C:27]4([C:31]([F:34])([F:33])[F:32])[CH2:30][CH2:29][CH2:28]4)=O)[CH2:21][CH2:20]3)=[CH:13][CH:12]=2)=[CH:7][CH:6]=1)(=[O:4])=[O:3].[H-].[H-].[H-].[H-].[Li+].[Al+3].O. The catalyst is C1COCC1. The product is [CH3:1][S:2]([C:5]1[CH:10]=[CH:9][C:8]([C:11]2[CH:12]=[CH:13][C:14]([O:17][CH2:18][CH:19]3[CH2:20][CH2:21][N:22]([CH2:25][C:27]4([C:31]([F:33])([F:34])[F:32])[CH2:28][CH2:29][CH2:30]4)[CH2:23][CH2:24]3)=[CH:15][CH:16]=2)=[CH:7][CH:6]=1)(=[O:4])=[O:3]. The yield is 0.110.